Dataset: Catalyst prediction with 721,799 reactions and 888 catalyst types from USPTO. Task: Predict which catalyst facilitates the given reaction. Reactant: [CH:1]1([O:6][C:7]2[CH:13]=[CH:12][C:10]([NH2:11])=[CH:9][CH:8]=2)[CH2:5][CH2:4][CH2:3][CH2:2]1.[CH2:14]([O:16][CH:17]([O:20][CH2:21][CH3:22])[CH2:18]Br)[CH3:15].C(=O)([O-])[O-].[K+].[K+]. Product: [CH:1]1([O:6][C:7]2[CH:8]=[CH:9][C:10]([NH:11][CH2:18][CH:17]([O:20][CH2:21][CH3:22])[O:16][CH2:14][CH3:15])=[CH:12][CH:13]=2)[CH2:5][CH2:4][CH2:3][CH2:2]1. The catalyst class is: 9.